This data is from Reaction yield outcomes from USPTO patents with 853,638 reactions. The task is: Predict the reaction yield, written as a fraction of the theoretical maximum amount of product (1.0 means a 100% yield; for example, 0.34 means a 34% yield). (1) The reactants are Cl.[F:2][C:3]1[CH:18]=[CH:17][C:6]([CH2:7][NH:8][CH2:9][C:10]2[CH:15]=[CH:14][C:13]([F:16])=[CH:12][CH:11]=2)=[CH:5][CH:4]=1.[OH-].[Na+].[C:21](Cl)([CH3:23])=[O:22]. The catalyst is C(Cl)Cl. The product is [F:2][C:3]1[CH:4]=[CH:5][C:6]([CH2:7][N:8]([CH2:9][C:10]2[CH:15]=[CH:14][C:13]([F:16])=[CH:12][CH:11]=2)[C:21](=[O:22])[CH3:23])=[CH:17][CH:18]=1. The yield is 0.550. (2) The reactants are [CH2:1]([C@@:4]1([C:20]2[CH:25]=[CH:24][CH:23]=[CH:22][CH:21]=2)[O:9][C:8](=[O:10])[N:7]([C@H:11]([C:13]2[CH:18]=[CH:17][C:16]([Br:19])=[CH:15][CH:14]=2)[CH3:12])[CH2:6][CH2:5]1)[CH:2]=[CH2:3].[OH2:26]. The catalyst is CN(C=O)C.Cl[Cu].Cl[Pd]Cl. The product is [Br:19][C:16]1[CH:15]=[CH:14][C:13]([C@@H:11]([N:7]2[CH2:6][CH2:5][C@:4]([CH2:1][C:2](=[O:26])[CH3:3])([C:20]3[CH:25]=[CH:24][CH:23]=[CH:22][CH:21]=3)[O:9][C:8]2=[O:10])[CH3:12])=[CH:18][CH:17]=1. The yield is 0.580. (3) The reactants are Cl[C:2]1[CH:7]=[CH:6][N:5]=[C:4]2[CH:8]=[C:9]([C:11]3[N:12]=[CH:13][N:14]([CH3:16])[CH:15]=3)[S:10][C:3]=12.[N+:17]([C:20]1[CH:25]=[CH:24][C:23]([OH:26])=[CH:22][CH:21]=1)([O-:19])=[O:18].C([O-])([O-])=O.[K+].[K+].O(C1C=CC=CC=1)C1C=CC=CC=1. The catalyst is C(Cl)Cl. The product is [CH3:16][N:14]1[CH:15]=[C:11]([C:9]2[S:10][C:3]3[C:4](=[N:5][CH:6]=[CH:7][C:2]=3[O:26][C:23]3[CH:24]=[CH:25][C:20]([N+:17]([O-:19])=[O:18])=[CH:21][CH:22]=3)[CH:8]=2)[N:12]=[CH:13]1. The yield is 0.640. (4) The reactants are [CH2:1]([O:3][C:4]([C:6]1[CH:7]2[N:24]([C:25]([O:27][C:28]([CH3:31])([CH3:30])[CH3:29])=[O:26])[CH:11]([CH2:12][C:13]=1[C:14]1[CH:19]=[CH:18][C:17]([O:20][CH2:21][CH2:22][OH:23])=[CH:16][CH:15]=1)[CH2:10][N:9]([C:32]([O:34][C:35]([CH3:38])([CH3:37])[CH3:36])=[O:33])[CH2:8]2)=[O:5])[CH3:2].[Cl:39][C:40]1[C:45](O)=[C:44]([Cl:47])[CH:43]=[C:42]([CH3:48])[CH:41]=1.C(P(CCCC)CCCC)CCC. The catalyst is C1(C)C=CC=CC=1.CCOC(C)=O. The product is [CH2:1]([O:3][C:4]([C:6]1[CH:7]2[N:24]([C:25]([O:27][C:28]([CH3:30])([CH3:31])[CH3:29])=[O:26])[CH:11]([CH2:12][C:13]=1[C:14]1[CH:19]=[CH:18][C:17]([O:20][CH2:21][CH2:22][O:23][C:45]3[C:40]([Cl:39])=[CH:41][C:42]([CH3:48])=[CH:43][C:44]=3[Cl:47])=[CH:16][CH:15]=1)[CH2:10][N:9]([C:32]([O:34][C:35]([CH3:37])([CH3:36])[CH3:38])=[O:33])[CH2:8]2)=[O:5])[CH3:2]. The yield is 0.570. (5) The reactants are [N+:1]([C:4]1[CH:21]=[CH:20][C:7]([O:8][C:9]2[CH:10]=[C:11]3[C:15](=[CH:16][CH:17]=2)[C:14](=[O:18])[NH:13][C:12]3=[O:19])=[CH:6][CH:5]=1)([O-])=O. The catalyst is CC(O)=O.O.[Fe]. The product is [NH2:1][C:4]1[CH:21]=[CH:20][C:7]([O:8][C:9]2[CH:10]=[C:11]3[C:15](=[CH:16][CH:17]=2)[C:14](=[O:18])[NH:13][C:12]3=[O:19])=[CH:6][CH:5]=1. The yield is 0.750.